Task: Predict the product of the given reaction.. Dataset: Forward reaction prediction with 1.9M reactions from USPTO patents (1976-2016) Given the reactants [CH3:1][NH:2][CH2:3][C:4]1[CH:9]=[CH:8][C:7]([C:10]([N:12]2[CH2:18][C:17]3([CH3:20])[CH2:19][CH:13]2[CH2:14][C:15]([CH3:22])([CH3:21])[CH2:16]3)=[O:11])=[CH:6][CH:5]=1.[C:23](Cl)(=[O:27])[CH:24]([CH3:26])[CH3:25], predict the reaction product. The product is: [CH3:1][N:2]([CH2:3][C:4]1[CH:9]=[CH:8][C:7]([C:10]([N:12]2[CH2:18][C:17]3([CH3:20])[CH2:19][CH:13]2[CH2:14][C:15]([CH3:22])([CH3:21])[CH2:16]3)=[O:11])=[CH:6][CH:5]=1)[C:23](=[O:27])[CH:24]([CH3:26])[CH3:25].